Task: Regression/Classification. Given a drug SMILES string, predict its toxicity properties. Task type varies by dataset: regression for continuous values (e.g., LD50, hERG inhibition percentage) or binary classification for toxic/non-toxic outcomes (e.g., AMES mutagenicity, cardiotoxicity, hepatotoxicity). Dataset: herg_karim.. Dataset: hERG potassium channel inhibition data for cardiac toxicity prediction from Karim et al. (1) The drug is CN1CC(=O)N2[C@@H](c3ccc4c(c3)OCO4)c3[nH]c4ccccc4c3C[C@@H]2C1=O. The result is 0 (non-blocker). (2) The drug is Clc1cnc(N2CCC(C3CC3CCOc3ccc(-n4ccnn4)cc3)CC2)nc1. The result is 0 (non-blocker). (3) The compound is CN1C[C@H]2CCC[C@@]2(c2ccc(Cl)c(Cl)c2)C1. The result is 1 (blocker). (4) The molecule is COc1cc(-n2cnc3cc(-c4ccc(Cl)cc4)sc3c2=O)ccc1N1CC[C@@H](O)C1. The result is 0 (non-blocker).